Predict the product of the given reaction. From a dataset of Forward reaction prediction with 1.9M reactions from USPTO patents (1976-2016). (1) Given the reactants [CH:1]12[CH2:10][CH:5]3[CH2:6][CH:7]([CH2:9][CH:3]([CH2:4]3)[CH:2]1N)[CH2:8]2.[CH3:12][CH:13]1[S:17](=[O:19])(=[O:18])[O:16][CH2:15][CH2:14]1.C(#[N:22])C, predict the reaction product. The product is: [C:1]12([NH:22][CH2:15][CH2:14][CH:13]([S:17]([OH:16])(=[O:19])=[O:18])[CH3:12])[CH2:10][CH:5]3[CH2:6][CH:7]([CH2:9][CH:3]([CH2:4]3)[CH2:2]1)[CH2:8]2. (2) Given the reactants [CH3:1][CH:2]([CH3:15])[CH2:3][C:4]([C:6]1[CH:14]=[CH:13][C:9]([C:10]([OH:12])=[O:11])=[CH:8][CH:7]=1)=[O:5].[C:16](OC(=NC(C)C)NC(C)C)([CH3:19])([CH3:18])[CH3:17], predict the reaction product. The product is: [CH3:1][CH:2]([CH3:15])[CH2:3][C:4]([C:6]1[CH:14]=[CH:13][C:9]([C:10]([O:12][C:16]([CH3:19])([CH3:18])[CH3:17])=[O:11])=[CH:8][CH:7]=1)=[O:5].